This data is from Peptide-MHC class I binding affinity with 185,985 pairs from IEDB/IMGT. The task is: Regression. Given a peptide amino acid sequence and an MHC pseudo amino acid sequence, predict their binding affinity value. This is MHC class I binding data. (1) The peptide sequence is MTFPLHFRS. The MHC is HLA-A02:12 with pseudo-sequence HLA-A02:12. The binding affinity (normalized) is 0.0847. (2) The peptide sequence is EPHWIAASI. The MHC is HLA-B07:02 with pseudo-sequence HLA-B07:02. The binding affinity (normalized) is 0.676. (3) The MHC is HLA-A68:02 with pseudo-sequence HLA-A68:02. The peptide sequence is FLLPILSQIYT. The binding affinity (normalized) is 0.0847. (4) The peptide sequence is RPNMSRHLF. The MHC is HLA-A02:06 with pseudo-sequence HLA-A02:06. The binding affinity (normalized) is 0.